Task: Predict the product of the given reaction.. Dataset: Forward reaction prediction with 1.9M reactions from USPTO patents (1976-2016) (1) Given the reactants [OH-].[Li+].C[O:4][C:5](=[O:19])[CH:6]([O:17][CH3:18])[CH2:7][C:8]1[CH:13]=[CH:12][C:11]([OH:14])=[C:10]([O:15][CH3:16])[CH:9]=1, predict the reaction product. The product is: [OH:14][C:11]1[CH:12]=[CH:13][C:8]([CH2:7][CH:6]([O:17][CH3:18])[C:5]([OH:19])=[O:4])=[CH:9][C:10]=1[O:15][CH3:16]. (2) Given the reactants Cl.[F:2][CH:3]1[CH2:6][NH:5][CH2:4]1.CCN(C(C)C)C(C)C.[CH2:16]([C:18]1[C:26]2[C:21](=[CH:22][CH:23]=[CH:24][C:25]=2[NH:27][C:28]([C:30]2[N:34]3[CH:35]=[CH:36][C:37]([CH2:39][CH:40]=O)=[CH:38][C:33]3=[N:32][CH:31]=2)=[O:29])[N:20]([CH2:42][C:43]2[CH:48]=[CH:47][CH:46]=[C:45]([CH3:49])[N:44]=2)[N:19]=1)[CH3:17], predict the reaction product. The product is: [CH2:16]([C:18]1[C:26]2[C:21](=[CH:22][CH:23]=[CH:24][C:25]=2[NH:27][C:28]([C:30]2[N:34]3[CH:35]=[CH:36][C:37]([CH2:39][CH2:40][N:5]4[CH2:6][CH:3]([F:2])[CH2:4]4)=[CH:38][C:33]3=[N:32][CH:31]=2)=[O:29])[N:20]([CH2:42][C:43]2[CH:48]=[CH:47][CH:46]=[C:45]([CH3:49])[N:44]=2)[N:19]=1)[CH3:17]. (3) Given the reactants [Cl:1][C:2]1[CH:3]=[C:4]([NH:22][C:23]2[C:33]3[CH:32]=[C:31]([C:34]([OH:36])=O)[CH2:30][CH2:29][NH:28][C:27]=3[N:26]=[CH:25][N:24]=2)[CH:5]=[CH:6][C:7]=1[O:8][C:9]1[CH:14]=[CH:13][CH:12]=[C:11]([S:15]([CH2:18][CH:19]2[CH2:21][CH2:20]2)(=[O:17])=[O:16])[CH:10]=1.Cl.[NH2:38][C:39]([CH3:48])([CH3:47])[CH2:40][S:41]([CH2:44][CH2:45][OH:46])(=[O:43])=[O:42].Cl.C(N=C=NCCCN(C)C)C.O.ON1C2C=CC=CC=2N=N1, predict the reaction product. The product is: [Cl:1][C:2]1[CH:3]=[C:4]([NH:22][C:23]2[C:33]3[CH:32]=[C:31]([C:34]([NH:38][C:39]([CH3:48])([CH3:47])[CH2:40][S:41]([CH2:44][CH2:45][OH:46])(=[O:43])=[O:42])=[O:36])[CH2:30][CH2:29][NH:28][C:27]=3[N:26]=[CH:25][N:24]=2)[CH:5]=[CH:6][C:7]=1[O:8][C:9]1[CH:14]=[CH:13][CH:12]=[C:11]([S:15]([CH2:18][CH:19]2[CH2:21][CH2:20]2)(=[O:16])=[O:17])[CH:10]=1. (4) Given the reactants [NH2:1][C:2]1[CH:3]=[C:4]2[C:9](=[CH:10][C:11]=1[N:12]1[CH2:17][CH2:16][CH:15]([N:18]3[CH2:22][CH2:21][CH2:20][CH2:19]3)[CH2:14][CH2:13]1)[N:8]=[CH:7][C:6]([C:23]#[N:24])=[C:5]2[NH:25][C:26]1[CH:31]=[CH:30][C:29]([S:32][C:33]2[N:34]([CH3:38])[CH:35]=[CH:36][N:37]=2)=[C:28]([Cl:39])[CH:27]=1.C=O.[C:42]([BH3-])#N.[Na+], predict the reaction product. The product is: [Cl:39][C:28]1[CH:27]=[C:26]([NH:25][C:5]2[C:4]3[C:9](=[CH:10][C:11]([N:12]4[CH2:13][CH2:14][CH:15]([N:18]5[CH2:19][CH2:20][CH2:21][CH2:22]5)[CH2:16][CH2:17]4)=[C:2]([NH:1][CH3:42])[CH:3]=3)[N:8]=[CH:7][C:6]=2[C:23]#[N:24])[CH:31]=[CH:30][C:29]=1[S:32][C:33]1[N:34]([CH3:38])[CH:35]=[CH:36][N:37]=1. (5) Given the reactants Cl[C:2]1[CH:23]=[CH:22][C:5]([C:6]([NH:8][C:9]2[CH:14]=[CH:13][C:12]([Cl:15])=[C:11]([C:16]3[CH:21]=[CH:20][CH:19]=[CH:18][N:17]=3)[CH:10]=2)=[O:7])=[CH:4][N:3]=1.[CH3:24][N:25]1[CH2:31][CH2:30][CH2:29][NH:28][CH2:27][CH2:26]1, predict the reaction product. The product is: [Cl:15][C:12]1[CH:13]=[CH:14][C:9]([NH:8][C:6](=[O:7])[C:5]2[CH:22]=[CH:23][C:2]([N:28]3[CH2:29][CH2:30][CH2:31][N:25]([CH3:24])[CH2:26][CH2:27]3)=[N:3][CH:4]=2)=[CH:10][C:11]=1[C:16]1[CH:21]=[CH:20][CH:19]=[CH:18][N:17]=1. (6) The product is: [CH3:15][C@H:16]1[NH:17][C@@H:18]([CH3:22])[CH2:19][N:20]([CH2:2][C:3]2[CH:7]=[CH:6][N:5]([C:8]([O:10][C:11]([CH3:14])([CH3:13])[CH3:12])=[O:9])[N:4]=2)[CH2:21]1. Given the reactants Br[CH2:2][C:3]1[CH:7]=[CH:6][N:5]([C:8]([O:10][C:11]([CH3:14])([CH3:13])[CH3:12])=[O:9])[N:4]=1.[CH3:15][C@@H:16]1[CH2:21][NH:20][CH2:19][C@H:18]([CH3:22])[NH:17]1.C(=O)([O-])[O-].[K+].[K+], predict the reaction product.